This data is from Forward reaction prediction with 1.9M reactions from USPTO patents (1976-2016). The task is: Predict the product of the given reaction. (1) Given the reactants C[O:2][C:3](=[O:31])[C:4]1[C:5](=[C:10]([NH:14][C:15]2[CH:20]=[CH:19][C:18]([O:21][CH3:22])=[C:17]([O:23][Si](C(C)(C)C)(C)C)[CH:16]=2)[CH:11]=[CH:12][CH:13]=1)[C:6]([O:8]C)=[O:7].[OH-].[Na+], predict the reaction product. The product is: [OH:23][C:17]1[CH:16]=[C:15]([NH:14][C:10]2[CH:11]=[CH:12][CH:13]=[C:4]([C:3]([OH:31])=[O:2])[C:5]=2[C:6]([OH:8])=[O:7])[CH:20]=[CH:19][C:18]=1[O:21][CH3:22]. (2) The product is: [OH:5][C:6]1[C:11]([CH2:12][N:13]2[C:14]3[C:15](=[CH:16][C:17]([O:20][CH2:21][C:22]#[CH:23])=[CH:18][CH:19]=3)[C:24]([C:26]3[CH:31]=[CH:30][C:29]([CH:32]([CH3:34])[CH3:33])=[CH:28][CH:27]=3)=[N:37][C:45]2=[O:48])=[CH:10][CH:9]=[CH:8][N:7]=1. Given the reactants C([O:5][C:6]1[C:11]([CH2:12][NH:13][C:14]2[CH:19]=[CH:18][C:17]([O:20][CH2:21][C:22]#[CH:23])=[CH:16][C:15]=2[C:24]([C:26]2[CH:31]=[CH:30][C:29]([CH:32]([CH3:34])[CH3:33])=[CH:28][CH:27]=2)=O)=[CH:10][CH:9]=[CH:8][N:7]=1)(C)(C)C.[O-]C#[N:37].[Na+].C(OCC)(=O)C.[C:45](=[O:48])(O)[O-], predict the reaction product. (3) Given the reactants C[O:2][C:3]([C:5]1[CH:6]=[C:7]2[C:12](=[CH:13][CH:14]=1)[CH2:11][N:10]([C:15]([O:17][C:18]([CH3:21])([CH3:20])[CH3:19])=[O:16])[CH2:9][CH2:8]2)=O.CO.[BH4-].[Li+].[Cl-].[NH4+], predict the reaction product. The product is: [OH:2][CH2:3][C:5]1[CH:6]=[C:7]2[C:12](=[CH:13][CH:14]=1)[CH2:11][N:10]([C:15]([O:17][C:18]([CH3:21])([CH3:20])[CH3:19])=[O:16])[CH2:9][CH2:8]2. (4) The product is: [CH3:15][O:16][C:17]1[CH:26]=[C:25]2[O:24][CH2:23][CH2:22][C:21]3([C:2]4[C:3](=[CH:6][CH:7]=[CH:8][CH:9]=4)[C:4](=[NH:5])[O:27]3)[C:20]2=[CH:19][CH:18]=1. Given the reactants Br[C:2]1[CH:9]=[CH:8][CH:7]=[CH:6][C:3]=1[C:4]#[N:5].[Li]CCCC.[CH3:15][O:16][C:17]1[CH:26]=[C:25]2[C:20]([C:21](=[O:27])[CH2:22][CH2:23][O:24]2)=[CH:19][CH:18]=1.[NH4+].[Cl-], predict the reaction product.